From a dataset of Full USPTO retrosynthesis dataset with 1.9M reactions from patents (1976-2016). Predict the reactants needed to synthesize the given product. (1) Given the product [NH:16]1[CH2:20][CH2:19][C@@H:18]2[CH2:21][N:22]([C:24]3[C:25]4[S:33][C:32]5[CH2:34][CH2:35][CH2:36][CH2:37][C:31]=5[C:26]=4[N:27]=[C:28]([NH2:30])[N:29]=3)[CH2:23][C@H:17]12, predict the reactants needed to synthesize it. The reactants are: FC(F)(F)C(O)=O.C1(C([N:16]2[CH2:20][CH2:19][CH:18]3[CH2:21][N:22]([C:24]4[C:25]5[S:33][C:32]6[CH2:34][CH2:35][CH2:36][CH2:37][C:31]=6[C:26]=5[N:27]=[C:28]([NH2:30])[N:29]=4)[CH2:23][CH:17]23)C)C=CC=CC=1. (2) Given the product [CH3:31][O:30][C:28](=[O:29])[C:27]([C:15]1[N:16]([C:20]([O:22][C:23]([CH3:26])([CH3:25])[CH3:24])=[O:21])[C:17]2[C:13]([CH:14]=1)=[CH:12][C:11]([O:10][CH2:9][CH2:8][CH2:7][N:1]1[CH2:2][CH2:3][O:4][CH2:5][CH2:6]1)=[CH:19][CH:18]=2)=[O:32], predict the reactants needed to synthesize it. The reactants are: [N:1]1([CH2:7][CH2:8][CH2:9][O:10][C:11]2[CH:12]=[C:13]3[C:17](=[CH:18][CH:19]=2)[N:16]([C:20]([O:22][C:23]([CH3:26])([CH3:25])[CH3:24])=[O:21])[CH:15]=[CH:14]3)[CH2:6][CH2:5][O:4][CH2:3][CH2:2]1.[C:27](OC)(=[O:32])[C:28]([O:30][CH3:31])=[O:29]. (3) Given the product [CH2:1]([N:8]([C@@H:9]([C:11]1[CH:16]=[CH:15][CH:14]=[CH:13][CH:12]=1)[CH3:10])[C@H:29]([C:26]1[CH:27]=[CH:28][C:23]([Cl:22])=[C:24]([C:38]([F:39])([F:40])[F:41])[CH:25]=1)[CH2:30][C:31]([O:33][C:34]([CH3:35])([CH3:36])[CH3:37])=[O:32])[C:2]1[CH:7]=[CH:6][CH:5]=[CH:4][CH:3]=1, predict the reactants needed to synthesize it. The reactants are: [CH2:1]([NH:8][C@@H:9]([C:11]1[CH:16]=[CH:15][CH:14]=[CH:13][CH:12]=1)[CH3:10])[C:2]1[CH:7]=[CH:6][CH:5]=[CH:4][CH:3]=1.C([Mg]Cl)(C)C.[Cl:22][C:23]1[CH:28]=[CH:27][C:26](/[CH:29]=[CH:30]/[C:31]([O:33][C:34]([CH3:37])([CH3:36])[CH3:35])=[O:32])=[CH:25][C:24]=1[C:38]([F:41])([F:40])[F:39].CC(O)=O. (4) Given the product [F:2][C:3]1[CH:8]=[CH:7][C:6]([CH:9]([C:17]2[CH:18]=[CH:19][C:20]([F:23])=[CH:21][CH:22]=2)[CH:10]2[C:15](=[O:16])[CH2:14][CH2:13][N:12]([CH2:26][C:27]3[CH:36]=[CH:35][C:34]4[C:29](=[CH:30][CH:31]=[CH:32][CH:33]=4)[N:28]=3)[CH2:11]2)=[CH:5][CH:4]=1, predict the reactants needed to synthesize it. The reactants are: Cl.[F:2][C:3]1[CH:8]=[CH:7][C:6]([CH:9]([C:17]2[CH:22]=[CH:21][C:20]([F:23])=[CH:19][CH:18]=2)[CH:10]2[C:15](=[O:16])[CH2:14][CH2:13][NH:12][CH2:11]2)=[CH:5][CH:4]=1.Cl.Cl[CH2:26][C:27]1[CH:36]=[CH:35][C:34]2[C:29](=[CH:30][CH:31]=[CH:32][CH:33]=2)[N:28]=1.C(=O)([O-])[O-].[K+].[K+]. (5) Given the product [O:20]=[S:19]1(=[O:21])[CH2:18][CH2:17][CH2:16][N:1]1[C:2]1([C:5]2[CH:14]=[CH:13][C:8]([C:9]([OH:11])=[O:10])=[CH:7][CH:6]=2)[CH2:4][CH2:3]1, predict the reactants needed to synthesize it. The reactants are: [NH2:1][C:2]1([C:5]2[CH:14]=[CH:13][C:8]([C:9]([O:11]C)=[O:10])=[CH:7][CH:6]=2)[CH2:4][CH2:3]1.Cl[CH2:16][CH2:17][CH2:18][S:19](Cl)(=[O:21])=[O:20]. (6) Given the product [F:19][C:2]([F:1])([F:18])[CH:3]([NH2:4])[C:6]1[CH:11]=[CH:10][CH:9]=[C:8]([N:12]2[CH2:17][CH2:16][O:15][CH2:14][CH2:13]2)[CH:7]=1, predict the reactants needed to synthesize it. The reactants are: [F:1][C:2]([F:19])([F:18])[C:3]([C:6]1[CH:11]=[CH:10][CH:9]=[C:8]([N:12]2[CH2:17][CH2:16][O:15][CH2:14][CH2:13]2)[CH:7]=1)=[N:4]O. (7) Given the product [Br:47][C:5]1[C:6]([F:8])=[CH:7][C:2]([F:1])=[C:3]([C@:9]23[CH2:17][O:16][C@H:15]([CH3:18])[C@H:14]2[CH2:13][S:12][C:11]([NH:19][C:20](=[O:27])[C:21]2[CH:22]=[CH:23][CH:24]=[CH:25][CH:26]=2)=[N:10]3)[CH:4]=1, predict the reactants needed to synthesize it. The reactants are: [F:1][C:2]1[CH:7]=[C:6]([F:8])[CH:5]=[CH:4][C:3]=1[C@:9]12[CH2:17][O:16][C@H:15]([CH3:18])[C@H:14]1[CH2:13][S:12][C:11]([NH:19][C:20](=[O:27])[C:21]1[CH:26]=[CH:25][CH:24]=[CH:23][CH:22]=1)=[N:10]2.C(O)(C(F)(F)F)=O.S(=O)(=O)(O)O.C1C(=O)N([Br:47])C(=O)C1.[OH-].[Na+]. (8) Given the product [OH:8][C:6](=[CH:15][C:16](=[O:21])[C:17]([CH3:20])([CH3:19])[CH3:18])[C:5]([O:12][CH2:13][CH3:14])=[O:11], predict the reactants needed to synthesize it. The reactants are: [O-]CC.[Na+].[C:5]([O:12][CH2:13][CH3:14])(=[O:11])[C:6]([O:8]CC)=O.[CH3:15][C:16](=[O:21])[C:17]([CH3:20])([CH3:19])[CH3:18].